Predict which catalyst facilitates the given reaction. From a dataset of Catalyst prediction with 721,799 reactions and 888 catalyst types from USPTO. (1) Reactant: [Cl:1][C:2]1[CH:7]=[C:6](B2OC(C)(C)C(C)(C)O2)[CH:5]=[C:4]([Cl:17])[N:3]=1.Br[C:19]1[CH:24]=[CH:23][C:22]([O:25][CH3:26])=[CH:21][CH:20]=1.C(=O)([O-])[O-].[Na+].[Na+]. Product: [Cl:17][C:4]1[CH:5]=[C:6]([C:19]2[CH:24]=[CH:23][C:22]([O:25][CH3:26])=[CH:21][CH:20]=2)[CH:7]=[C:2]([Cl:1])[N:3]=1. The catalyst class is: 184. (2) Reactant: [CH2:1]([O:13][CH2:14][C@H:15]([CH2:17][OH:18])[OH:16])[CH2:2][CH2:3][CH2:4][CH2:5][CH2:6][CH2:7][CH2:8][CH2:9][CH2:10][CH2:11][CH3:12].[C:19]1([C:25]([C:33]2[CH:38]=[CH:37][CH:36]=[CH:35][CH:34]=2)([C:27]2[CH:32]=[CH:31][CH:30]=[CH:29][CH:28]=2)Cl)[CH:24]=[CH:23][CH:22]=[CH:21][CH:20]=1.O1CCCC1.C(#N)C. Product: [CH2:1]([O:13][CH2:14][C@H:15]([CH2:17][O:18][C:25]([C:19]1[CH:24]=[CH:23][CH:22]=[CH:21][CH:20]=1)([C:33]1[CH:34]=[CH:35][CH:36]=[CH:37][CH:38]=1)[C:27]1[CH:28]=[CH:29][CH:30]=[CH:31][CH:32]=1)[OH:16])[CH2:2][CH2:3][CH2:4][CH2:5][CH2:6][CH2:7][CH2:8][CH2:9][CH2:10][CH2:11][CH3:12]. The catalyst class is: 66. (3) Reactant: [NH:1]1[CH2:9][CH2:8][CH2:7][CH:3]([C:4]([NH2:6])=[O:5])[CH2:2]1.[Br:10][C:11]1[CH:12]=[C:13]2[C:18](=[CH:19][CH:20]=1)[C:17](Cl)=[N:16][N:15]=[CH:14]2.C(=O)([O-])[O-].[K+].[K+]. Product: [Br:10][C:11]1[CH:12]=[C:13]2[C:18](=[CH:19][CH:20]=1)[C:17]([N:1]1[CH2:9][CH2:8][CH2:7][CH:3]([C:4]([NH2:6])=[O:5])[CH2:2]1)=[N:16][N:15]=[CH:14]2. The catalyst class is: 10.